Dataset: Full USPTO retrosynthesis dataset with 1.9M reactions from patents (1976-2016). Task: Predict the reactants needed to synthesize the given product. (1) Given the product [CH3:1][O:2][C:3](=[O:33])[C:4]1[CH:9]=[CH:8][C:7]([CH2:10][N:11]2[CH:15]=[C:14]([C:16]3[CH:21]=[CH:20][C:19]([Cl:22])=[CH:18][C:17]=3[Cl:23])[N:13]=[C:12]2/[CH:24]=[CH:25]/[C:26]2[CH:31]=[CH:30][C:29]([C:36]3[CH:35]=[N:34][CH:39]=[CH:38][CH:37]=3)=[CH:28][CH:27]=2)=[CH:6][CH:5]=1, predict the reactants needed to synthesize it. The reactants are: [CH3:1][O:2][C:3](=[O:33])[C:4]1[CH:9]=[CH:8][C:7]([CH2:10][N:11]2[CH:15]=[C:14]([C:16]3[CH:21]=[CH:20][C:19]([Cl:22])=[CH:18][C:17]=3[Cl:23])[N:13]=[C:12]2/[CH:24]=[CH:25]/[C:26]2[CH:31]=[CH:30][C:29](Br)=[CH:28][CH:27]=2)=[CH:6][CH:5]=1.[N:34]1[CH:39]=[CH:38][CH:37]=[CH:36][C:35]=1B(O)O. (2) Given the product [ClH:1].[Cl:1][C:2]1[C:9]([Cl:10])=[CH:8][CH:7]=[C:6]([N+:11]([O-:13])=[O:12])[C:3]=1[CH2:4][NH2:5], predict the reactants needed to synthesize it. The reactants are: [Cl:1][C:2]1[C:9]([Cl:10])=[CH:8][CH:7]=[C:6]([N+:11]([O-:13])=[O:12])[C:3]=1[C:4]#[N:5].[BH4-].[Na+].B(F)(F)F.CCOCC.Cl.[OH-].[Na+].